Predict the reactants needed to synthesize the given product. From a dataset of Full USPTO retrosynthesis dataset with 1.9M reactions from patents (1976-2016). (1) Given the product [Cl:1][C:2]1[CH:6]=[C:5]([CH2:7][CH2:8][OH:22])[NH:4][C:3]=1[C:9]([O:11][CH3:12])=[O:10], predict the reactants needed to synthesize it. The reactants are: [Cl:1][C:2]1[CH:6]=[C:5]([CH:7]=[CH2:8])[NH:4][C:3]=1[C:9]([O:11][CH3:12])=[O:10].B1C2CCCC1CCC2.[OH-:22].[Na+].OO. (2) Given the product [CH:20]1[C:21]2[N:8]([CH2:7][CH2:6][O:5][C:37]3[CH:36]=[CH:35][C:34]([CH2:33][CH:27]([O:26][CH2:22][CH2:23][CH2:24][CH3:25])[C:28]([O:30][CH2:31][CH3:32])=[O:29])=[CH:39][CH:38]=3)[C:9]3[C:14](=[CH:13][CH:12]=[CH:11][CH:10]=3)[O:15][C:16]=2[CH:17]=[CH:18][CH:19]=1, predict the reactants needed to synthesize it. The reactants are: CS([O:5][CH2:6][CH2:7][N:8]1[C:21]2[CH:20]=[CH:19][CH:18]=[CH:17][C:16]=2[O:15][C:14]2[C:9]1=[CH:10][CH:11]=[CH:12][CH:13]=2)(=O)=O.[CH2:22]([O:26][CH:27]([CH2:33][C:34]1[CH:39]=[CH:38][C:37](O)=[CH:36][CH:35]=1)[C:28]([O:30][CH2:31][CH3:32])=[O:29])[CH2:23][CH2:24][CH3:25]. (3) Given the product [N+:1]([C:4]1[CH:5]=[CH:6][C:7]([C:10](=[O:14])[C:11]([NH:19][C:20]2[CH:21]=[CH:22][C:23]3[C:28](=[O:29])[O:27][N:26]=[C:25]([CH3:30])[C:24]=3[CH:31]=2)=[O:13])=[CH:8][CH:9]=1)([O-:3])=[O:2], predict the reactants needed to synthesize it. The reactants are: [N+:1]([C:4]1[CH:9]=[CH:8][C:7]([C:10](=[O:14])[C:11]([OH:13])=O)=[CH:6][CH:5]=1)([O-:3])=[O:2].S(Cl)(Cl)=O.[NH2:19][C:20]1[CH:21]=[CH:22][C:23]2[C:28](=[O:29])[O:27][N:26]=[C:25]([CH3:30])[C:24]=2[CH:31]=1.